Dataset: NCI-60 drug combinations with 297,098 pairs across 59 cell lines. Task: Regression. Given two drug SMILES strings and cell line genomic features, predict the synergy score measuring deviation from expected non-interaction effect. (1) Drug 1: CC1OCC2C(O1)C(C(C(O2)OC3C4COC(=O)C4C(C5=CC6=C(C=C35)OCO6)C7=CC(=C(C(=C7)OC)O)OC)O)O. Drug 2: CCN(CC)CCNC(=O)C1=C(NC(=C1C)C=C2C3=C(C=CC(=C3)F)NC2=O)C. Cell line: HS 578T. Synergy scores: CSS=9.62, Synergy_ZIP=-1.19, Synergy_Bliss=-4.14, Synergy_Loewe=-11.5, Synergy_HSA=-6.87. (2) Cell line: NCI/ADR-RES. Drug 2: C1=NC2=C(N1)C(=S)N=CN2. Synergy scores: CSS=2.22, Synergy_ZIP=-11.3, Synergy_Bliss=-19.4, Synergy_Loewe=-49.2, Synergy_HSA=-20.6. Drug 1: CN(C)C1=NC(=NC(=N1)N(C)C)N(C)C. (3) Drug 1: CC12CCC(CC1=CCC3C2CCC4(C3CC=C4C5=CN=CC=C5)C)O. Drug 2: C1CCC(C1)C(CC#N)N2C=C(C=N2)C3=C4C=CNC4=NC=N3. Cell line: OVCAR-5. Synergy scores: CSS=-0.856, Synergy_ZIP=-0.275, Synergy_Bliss=0.640, Synergy_Loewe=-10.9, Synergy_HSA=-3.60. (4) Drug 1: CC12CCC3C(C1CCC2O)C(CC4=C3C=CC(=C4)O)CCCCCCCCCS(=O)CCCC(C(F)(F)F)(F)F. Drug 2: CCC1=C2CN3C(=CC4=C(C3=O)COC(=O)C4(CC)O)C2=NC5=C1C=C(C=C5)O. Cell line: PC-3. Synergy scores: CSS=10.2, Synergy_ZIP=-3.99, Synergy_Bliss=-2.11, Synergy_Loewe=-35.9, Synergy_HSA=-5.37. (5) Drug 1: CN1CCC(CC1)COC2=C(C=C3C(=C2)N=CN=C3NC4=C(C=C(C=C4)Br)F)OC. Drug 2: C1C(C(OC1N2C=NC(=NC2=O)N)CO)O. Cell line: HCT-15. Synergy scores: CSS=25.2, Synergy_ZIP=2.97, Synergy_Bliss=5.34, Synergy_Loewe=7.34, Synergy_HSA=7.82. (6) Synergy scores: CSS=4.25, Synergy_ZIP=-1.77, Synergy_Bliss=-2.26, Synergy_Loewe=-2.50, Synergy_HSA=-2.84. Drug 1: C1CCC(C1)C(CC#N)N2C=C(C=N2)C3=C4C=CNC4=NC=N3. Drug 2: CCCS(=O)(=O)NC1=C(C(=C(C=C1)F)C(=O)C2=CNC3=C2C=C(C=N3)C4=CC=C(C=C4)Cl)F. Cell line: HOP-92. (7) Drug 1: C1CCC(CC1)NC(=O)N(CCCl)N=O. Drug 2: CC1C(C(CC(O1)OC2CC(CC3=C2C(=C4C(=C3O)C(=O)C5=CC=CC=C5C4=O)O)(C(=O)C)O)N)O. Cell line: HOP-92. Synergy scores: CSS=52.4, Synergy_ZIP=-0.391, Synergy_Bliss=-0.149, Synergy_Loewe=5.50, Synergy_HSA=6.40.